Predict the reaction yield, written as a fraction of the theoretical maximum amount of product (1.0 means a 100% yield; for example, 0.34 means a 34% yield). From a dataset of Reaction yield outcomes from USPTO patents with 853,638 reactions. (1) The reactants are [C:1]1([CH2:7][CH2:8][CH2:9][CH2:10][CH2:11][CH2:12][CH2:13][CH2:14][CH2:15][CH2:16][CH2:17][CH2:18][CH2:19][CH2:20]CCCC)[CH:6]=[CH:5][CH:4]=[CH:3][CH:2]=1.[Cl:25][S:26](O)(=[O:28])=[O:27]. The catalyst is C(Cl)(Cl)Cl. The product is [CH2:7]([C:1]1[CH:6]=[CH:5][C:4]([S:26]([Cl:25])(=[O:28])=[O:27])=[CH:3][CH:2]=1)[CH2:8][CH2:9][CH2:10][CH2:11][CH2:12][CH2:13][CH2:14][CH2:15][CH2:16][CH2:17][CH2:18][CH2:19][CH3:20]. The yield is 0.680. (2) The reactants are F[P-](F)(F)(F)(F)F.N1(O[P+](N(C)C)(N(C)C)N(C)C)C2C=CC=CC=2N=N1.C(N(CC)C(C)C)(C)C.[F:37][CH:38]([F:44])/[CH:39]=[CH:40]/[C:41](O)=[O:42].[NH2:45][C:46]1[N:50]([C@@H:51]2[CH2:56][CH2:55][CH2:54][NH:53][CH2:52]2)[N:49]=[C:48]([C:57]2[CH:62]=[CH:61][C:60]([O:63][C:64]3[CH:69]=[CH:68][CH:67]=[C:66]([C:70]([F:73])([F:72])[F:71])[N:65]=3)=[CH:59][CH:58]=2)[C:47]=1[C:74]([NH2:76])=[O:75]. The catalyst is CN(C)C=O.O.C(OCC)(=O)C. The product is [NH2:45][C:46]1[N:50]([C@@H:51]2[CH2:56][CH2:55][CH2:54][N:53]([C:41](=[O:42])/[CH:40]=[CH:39]/[CH:38]([F:44])[F:37])[CH2:52]2)[N:49]=[C:48]([C:57]2[CH:62]=[CH:61][C:60]([O:63][C:64]3[CH:69]=[CH:68][CH:67]=[C:66]([C:70]([F:73])([F:72])[F:71])[N:65]=3)=[CH:59][CH:58]=2)[C:47]=1[C:74]([NH2:76])=[O:75]. The yield is 0.380. (3) The reactants are [Cl:1][C:2]1[N:3]=[C:4]([CH:8]([CH3:10])[CH3:9])[NH:5][C:6]=1[Cl:7].Br[CH2:12][C:13]1[CH:32]=[CH:31][C:16]2/[C:17](=[C:27](/[CH3:30])\[C:28]#[N:29])/[C:18]3[CH:25]=[CH:24][C:23]([F:26])=[CH:22][C:19]=3[O:20][CH2:21][C:15]=2[CH:14]=1. No catalyst specified. The product is [Cl:1][C:2]1[N:3]=[C:4]([CH:8]([CH3:10])[CH3:9])[N:5]([CH2:12][C:13]2[CH:32]=[CH:31][C:16]3/[C:17](=[C:27](/[CH3:30])\[C:28]#[N:29])/[C:18]4[CH:25]=[CH:24][C:23]([F:26])=[CH:22][C:19]=4[O:20][CH2:21][C:15]=3[CH:14]=2)[C:6]=1[Cl:7]. The yield is 0.910. (4) The reactants are [CH3:1][O:2][C:3]([C:5]1[S:6][C:7]([C:11]2[CH:16]=[CH:15][CH:14]=[CH:13][CH:12]=2)=[CH:8][C:9]=1[NH2:10])=[O:4].O=[C:18]1[CH2:23][CH2:22][N:21]([C:24]([O:26][CH2:27][C:28]2[CH:33]=[CH:32][CH:31]=[CH:30][CH:29]=2)=[O:25])[CH2:20][CH2:19]1.C([Sn](Cl)(Cl)CCCC)CCC.C1([SiH3])C=CC=CC=1. The catalyst is C1COCC1. The product is [CH3:1][O:2][C:3]([C:5]1[S:6][C:7]([C:11]2[CH:16]=[CH:15][CH:14]=[CH:13][CH:12]=2)=[CH:8][C:9]=1[NH:10][CH:18]1[CH2:23][CH2:22][N:21]([C:24]([O:26][CH2:27][C:28]2[CH:29]=[CH:30][CH:31]=[CH:32][CH:33]=2)=[O:25])[CH2:20][CH2:19]1)=[O:4]. The yield is 0.940. (5) The reactants are [NH2:1][C:2]1[S:3][CH:4]=[CH:5][N:6]=1.[O:7]=[C:8]1[CH2:13][N:12]([C:14](=[O:19])[C:15]([F:18])([F:17])[F:16])[CH2:11][CH2:10][N:9]1[C:20]1[CH:25]=[CH:24][C:23]([S:26](Cl)(=[O:28])=[O:27])=[CH:22][CH:21]=1. The catalyst is N1C=CC=CC=1. The product is [O:7]=[C:8]1[CH2:13][N:12]([C:14](=[O:19])[C:15]([F:17])([F:16])[F:18])[CH2:11][CH2:10][N:9]1[C:20]1[CH:21]=[CH:22][C:23]([S:26]([NH:1][C:2]2[S:3][CH:4]=[CH:5][N:6]=2)(=[O:28])=[O:27])=[CH:24][CH:25]=1. The yield is 0.480.